From a dataset of Forward reaction prediction with 1.9M reactions from USPTO patents (1976-2016). Predict the product of the given reaction. (1) Given the reactants Cl[CH2:2][CH2:3][CH2:4][O:5][C:6]1[CH:7]=[N:8][CH:9]=[CH:10][CH:11]=1.[CH2:12]([NH2:19])[C:13]1[CH:18]=[CH:17][CH:16]=[CH:15][CH:14]=1, predict the reaction product. The product is: [CH2:12]([NH:19][CH2:2][CH2:3][CH2:4][O:5][C:6]1[CH:7]=[N:8][CH:9]=[CH:10][CH:11]=1)[C:13]1[CH:18]=[CH:17][CH:16]=[CH:15][CH:14]=1. (2) The product is: [Br:1][C:2]1[CH:3]=[CH:4][C:5]2[O:14][C:13]3[C:12](=[O:15])[NH:11][C:10]([CH2:16][N:25]4[CH2:30][CH2:29][C:28]5([CH2:35][CH2:34][NH:33][CH2:32][CH2:31]5)[CH2:27][CH2:26]4)=[N:9][C:8]=3[C:6]=2[CH:7]=1. Given the reactants [Br:1][C:2]1[CH:3]=[CH:4][C:5]2[O:14][C:13]3[C:12](=[O:15])[NH:11][C:10]([CH2:16]Cl)=[N:9][C:8]=3[C:6]=2[CH:7]=1.C(OC([N:25]1[CH2:30][CH2:29][C:28]2([CH2:35][CH2:34][NH:33][CH2:32][CH2:31]2)[CH2:27][CH2:26]1)=O)(C)(C)C.Cl, predict the reaction product. (3) The product is: [Br:1][CH2:2][CH2:3][CH2:4][CH2:5][C:6]1([C:19]([Cl:25])=[O:21])[C:18]2[CH:17]=[CH:16][CH:15]=[CH:14][C:13]=2[C:12]2[C:7]1=[CH:8][CH:9]=[CH:10][CH:11]=2. Given the reactants [Br:1][CH2:2][CH2:3][CH2:4][CH2:5][C:6]1([C:19]([OH:21])=O)[C:18]2[CH:17]=[CH:16][CH:15]=[CH:14][C:13]=2[C:12]2[C:7]1=[CH:8][CH:9]=[CH:10][CH:11]=2.C(Cl)(=O)C([Cl:25])=O, predict the reaction product. (4) Given the reactants [Cl:1][C:2]1[CH:7]=[CH:6][C:5]([CH:8]2[NH:12][C:11]([CH3:14])([CH3:13])[CH2:10][O:9]2)=[CH:4][CH:3]=1.[Li]CCCC.CN([CH:23]=[O:24])C.O, predict the reaction product. The product is: [Cl:1][C:2]1[CH:7]=[CH:6][C:5]([C:8]2[O:9][CH2:10][C:11]([CH3:14])([CH3:13])[N:12]=2)=[C:4]([CH:3]=1)[CH:23]=[O:24]. (5) Given the reactants [Cl:1][C:2]1[C:6]([Cl:7])=[C:5]([CH3:8])[NH:4][C:3]=1[C:9]([O:11][CH:12]1[CH2:17][CH2:16][N:15]([C:18]2[CH:23]=[C:22]([C:24]#[N:25])[CH:21]=[C:20]([Cl:26])[N:19]=2)[CH2:14][CH2:13]1)=[O:10].[N-:27]=[N+:28]=[N-:29].[Na+].[Cl-].[NH4+], predict the reaction product. The product is: [Cl:1][C:2]1[C:6]([Cl:7])=[C:5]([CH3:8])[NH:4][C:3]=1[C:9]([O:11][CH:12]1[CH2:13][CH2:14][N:15]([C:18]2[CH:23]=[C:22]([C:24]3[NH:29][N:28]=[N:27][N:25]=3)[CH:21]=[C:20]([Cl:26])[N:19]=2)[CH2:16][CH2:17]1)=[O:10]. (6) Given the reactants C([O:8][C:9]1[CH:10]=[CH:11][C:12]([CH2:16][N:17]2[C:25]3[C:20](=[C:21]([N+:26]([O-])=O)[CH:22]=[CH:23][CH:24]=3)[C:19]([CH:29]3[CH2:31][CH2:30]3)=[N:18]2)=[N:13][C:14]=1[CH3:15])C1C=CC=CC=1, predict the reaction product. The product is: [NH2:26][C:21]1[CH:22]=[CH:23][CH:24]=[C:25]2[C:20]=1[C:19]([CH:29]1[CH2:31][CH2:30]1)=[N:18][N:17]2[CH2:16][C:12]1[N:13]=[C:14]([CH3:15])[C:9]([OH:8])=[CH:10][CH:11]=1. (7) The product is: [CH2:1]([O:8][CH2:9][CH2:10][CH2:11][O:12][CH2:28][N:27]([CH3:29])[S:24]([C:17]1[C:16]([Cl:15])=[CH:21][C:20]([Cl:22])=[CH:19][C:18]=1[Cl:23])(=[O:25])=[O:26])[C:2]1[CH:7]=[CH:6][CH:5]=[CH:4][CH:3]=1. Given the reactants [CH2:1]([O:8][CH2:9][CH2:10][CH2:11][OH:12])[C:2]1[CH:7]=[CH:6][CH:5]=[CH:4][CH:3]=1.[OH-].[Na+].[Cl:15][C:16]1[CH:21]=[C:20]([Cl:22])[CH:19]=[C:18]([Cl:23])[C:17]=1[S:24]([N:27]([CH2:29]Cl)[CH3:28])(=[O:26])=[O:25], predict the reaction product. (8) Given the reactants [F:1][C:2]1[CH:11]=[C:10]2[C:5]([CH:6]=[CH:7][CH:8]=[N:9]2)=[CH:4][C:3]=1[CH2:12][N:13]1[C:21]2[C:16](=[N:17][CH:18]=[C:19]([C:22](=O)[CH3:23])[N:20]=2)[N:15]=[N:14]1.[C:25]([NH:28][NH2:29])(=[O:27])[CH3:26], predict the reaction product. The product is: [F:1][C:2]1[CH:11]=[C:10]2[C:5]([CH:6]=[CH:7][CH:8]=[N:9]2)=[CH:4][C:3]=1[CH2:12][N:13]1[C:21]2[C:16](=[N:17][CH:18]=[C:19](/[C:22](=[N:29]/[NH:28][C:25](=[O:27])[CH3:26])/[CH3:23])[N:20]=2)[N:15]=[N:14]1.